From a dataset of Reaction yield outcomes from USPTO patents with 853,638 reactions. Predict the reaction yield, written as a fraction of the theoretical maximum amount of product (1.0 means a 100% yield; for example, 0.34 means a 34% yield). The reactants are [CH2:1]([N:8]1[C:13](=[O:14])[C:12]2[C:15]([CH3:18])=[N:16][S:17][C:11]=2[N:10]=[C:9]1[CH2:19][CH:20]([CH3:22])[CH3:21])[C:2]1[CH:7]=[CH:6][CH:5]=[CH:4][CH:3]=1.C([O-])(=O)C.[Na+].[Br:28]Br.CCOC(C)=O. The catalyst is C(O)(=O)C. The product is [CH2:1]([N:8]1[C:13](=[O:14])[C:12]2[C:15]([CH3:18])=[N:16][S:17][C:11]=2[N:10]=[C:9]1[CH:19]([Br:28])[CH:20]([CH3:22])[CH3:21])[C:2]1[CH:3]=[CH:4][CH:5]=[CH:6][CH:7]=1. The yield is 0.990.